Task: Predict the product of the given reaction.. Dataset: Forward reaction prediction with 1.9M reactions from USPTO patents (1976-2016) (1) The product is: [CH:37]([C:34]1[CH:35]=[CH:36][C:31]([C:29](=[O:30])[CH2:28][CH2:27][CH2:26][N:21]2[CH2:22][CH2:23][CH:18]([C:14]3[CH:13]=[C:12]([NH:11][C:9](=[O:10])[CH:8]([CH3:24])[CH3:7])[CH:17]=[CH:16][CH:15]=3)[CH2:19][CH2:20]2)=[CH:32][CH:33]=1)([CH3:39])[CH3:38]. Given the reactants C([O-])([O-])=O.[K+].[K+].[CH3:7][CH:8]([CH3:24])[C:9]([NH:11][C:12]1[CH:17]=[CH:16][CH:15]=[C:14]([CH:18]2[CH2:23][CH2:22][NH:21][CH2:20][CH2:19]2)[CH:13]=1)=[O:10].Cl[CH2:26][CH2:27][CH2:28][C:29]([C:31]1[CH:36]=[CH:35][C:34]([CH:37]([CH3:39])[CH3:38])=[CH:33][CH:32]=1)=[O:30], predict the reaction product. (2) Given the reactants [Br:1]N1C(=O)CCC1=O.C(#N)C.[CH:12]1([C:18]2[CH:23]=[C:22]([CH:24]3[CH2:29][CH2:28][CH2:27][CH2:26][CH2:25]3)[CH:21]=[C:20]([CH:30]3[CH2:35][CH2:34][CH2:33][CH2:32][CH2:31]3)[CH:19]=2)[CH2:17][CH2:16][CH2:15][CH2:14][CH2:13]1, predict the reaction product. The product is: [Br:1][C:19]1[C:20]([CH:30]2[CH2:31][CH2:32][CH2:33][CH2:34][CH2:35]2)=[CH:21][C:22]([CH:24]2[CH2:29][CH2:28][CH2:27][CH2:26][CH2:25]2)=[CH:23][C:18]=1[CH:12]1[CH2:17][CH2:16][CH2:15][CH2:14][CH2:13]1. (3) Given the reactants [CH3:1][N:2]1[C:6]([C:7]2[CH:12]=[CH:11][CH:10]=[CH:9][CH:8]=2)=[N:5][N:4]=[C:3]1[CH:13]=O.[N:15]1[C:24]2[CH:23]([NH:25][CH2:26][CH2:27][CH2:28][CH2:29][NH:30][C:31](=[O:37])[O:32][C:33]([CH3:36])([CH3:35])[CH3:34])[CH2:22][CH2:21][CH2:20][C:19]=2[CH:18]=[CH:17][CH:16]=1.C(O[BH-](OC(=O)C)OC(=O)C)(=O)C.[Na+].C([O-])(O)=O.[Na+], predict the reaction product. The product is: [CH3:1][N:2]1[C:6]([C:7]2[CH:8]=[CH:9][CH:10]=[CH:11][CH:12]=2)=[N:5][N:4]=[C:3]1[CH2:13][N:25]([CH:23]1[C:24]2[N:15]=[CH:16][CH:17]=[CH:18][C:19]=2[CH2:20][CH2:21][CH2:22]1)[CH2:26][CH2:27][CH2:28][CH2:29][NH:30][C:31](=[O:37])[O:32][C:33]([CH3:36])([CH3:35])[CH3:34]. (4) Given the reactants C[O:2][CH:3](OC)[C:4]1[CH:9]=[CH:8][N:7]=[C:6]([O:10][CH3:11])[N:5]=1, predict the reaction product. The product is: [CH3:11][O:10][C:6]1[N:5]=[C:4]([CH:3]=[O:2])[CH:9]=[CH:8][N:7]=1. (5) Given the reactants [CH3:1][N:2]1[CH2:7][CH2:6][CH:5]([C:8]([O:10][CH2:11][CH3:12])=[O:9])[CH2:4][CH2:3]1.[Li+].[CH3:14]C([N-]C(C)C)C.CI, predict the reaction product. The product is: [CH3:1][N:2]1[CH2:7][CH2:6][C:5]([CH3:14])([C:8]([O:10][CH2:11][CH3:12])=[O:9])[CH2:4][CH2:3]1. (6) The product is: [Cl:8][C:6]1[CH:5]=[CH:4][C:3]([OH:9])=[C:2]([N:1]=[CH:23][C:21]2[O:22][C:18]([C:13]3[CH:14]=[CH:15][CH:16]=[CH:17][C:12]=3[C:11]([F:25])([F:10])[F:26])=[CH:19][CH:20]=2)[CH:7]=1. Given the reactants [NH2:1][C:2]1[CH:7]=[C:6]([Cl:8])[CH:5]=[CH:4][C:3]=1[OH:9].[F:10][C:11]([F:26])([F:25])[C:12]1[CH:17]=[CH:16][CH:15]=[CH:14][C:13]=1[C:18]1[O:22][C:21]([CH:23]=O)=[CH:20][CH:19]=1, predict the reaction product. (7) Given the reactants Cl[CH2:2][C:3]1[NH:4][C:5]2[CH:11]=[CH:10][CH:9]=[CH:8][C:6]=2[N:7]=1.[CH2:12]([NH2:17])[CH2:13][CH:14]([CH3:16])[CH3:15], predict the reaction product. The product is: [N:7]1[C:6]2[CH:8]=[CH:9][CH:10]=[CH:11][C:5]=2[NH:4][C:3]=1[CH2:2][NH:17][CH2:12][CH2:13][CH:14]([CH3:16])[CH3:15].